From a dataset of Peptide-MHC class II binding affinity with 134,281 pairs from IEDB. Regression. Given a peptide amino acid sequence and an MHC pseudo amino acid sequence, predict their binding affinity value. This is MHC class II binding data. (1) The peptide sequence is ALSAEYAAVAQELSV. The MHC is HLA-DQA10401-DQB10402 with pseudo-sequence HLA-DQA10401-DQB10402. The binding affinity (normalized) is 0.593. (2) The peptide sequence is LWNGPMAVSMTGVMR. The MHC is DRB1_0101 with pseudo-sequence DRB1_0101. The binding affinity (normalized) is 0.520. (3) The peptide sequence is KFDSRLAFHHMARELH. The MHC is DRB1_1101 with pseudo-sequence DRB1_1101. The binding affinity (normalized) is 0.644. (4) The peptide sequence is WLDAKSTWYGKPTGA. The MHC is DRB1_0802 with pseudo-sequence DRB1_0802. The binding affinity (normalized) is 0.305.